From a dataset of Full USPTO retrosynthesis dataset with 1.9M reactions from patents (1976-2016). Predict the reactants needed to synthesize the given product. (1) Given the product [Cl:23][C:24]1[CH:29]=[C:28]([CH:27]=[CH:26][CH:25]=1)[O:1][C:2]1[CH:3]=[C:4]2[C:9](=[CH:10][CH:11]=1)[CH2:8][N:7]([C:12]([O:14][C:15]([CH3:16])([CH3:17])[CH3:18])=[O:13])[CH:6]([C:19]([O:21][CH3:22])=[O:20])[CH2:5]2, predict the reactants needed to synthesize it. The reactants are: [OH:1][C:2]1[CH:3]=[C:4]2[C:9](=[CH:10][CH:11]=1)[CH2:8][N:7]([C:12]([O:14][C:15]([CH3:18])([CH3:17])[CH3:16])=[O:13])[CH:6]([C:19]([O:21][CH3:22])=[O:20])[CH2:5]2.[Cl:23][C:24]1[CH:25]=[C:26](Br)[CH:27]=[CH:28][CH:29]=1.CC(C)(C(=O)CC(=O)C(C)(C)C)C.C([O-])([O-])=O.[Cs+].[Cs+]. (2) Given the product [Br:1][C:2]1[CH:10]=[CH:9][CH:8]=[C:7]2[C:3]=1[CH2:4][CH2:5][CH2:6]2, predict the reactants needed to synthesize it. The reactants are: [Br:1][C:2]1[CH:10]=[CH:9][CH:8]=[C:7]2[C:3]=1[CH2:4][CH2:5][C:6]2=O.C(O)(C(F)(F)F)=O.[SiH](CC)(CC)CC.[NH4+].[Cl-].